Dataset: Full USPTO retrosynthesis dataset with 1.9M reactions from patents (1976-2016). Task: Predict the reactants needed to synthesize the given product. (1) Given the product [NH2:16][C:11]1[N:12]=[C:13]([CH3:15])[N:14]=[C:9]([C:4]2[C:5]([NH:17][C:18]3[CH:19]=[C:20]([NH:25][S:26]([CH3:29])(=[O:28])=[O:27])[C:21]([CH3:24])=[N:22][CH:23]=3)=[N:6][CH:7]=[C:2]([Cl:1])[CH:3]=2)[N:10]=1, predict the reactants needed to synthesize it. The reactants are: [Cl:1][C:2]1[CH:3]=[C:4]([C:9]2[N:14]=[C:13]([CH3:15])[N:12]=[C:11]([NH2:16])[N:10]=2)[C:5](F)=[N:6][CH:7]=1.[NH2:17][C:18]1[CH:19]=[C:20]([NH:25][S:26]([CH3:29])(=[O:28])=[O:27])[C:21]([CH3:24])=[N:22][CH:23]=1.C[Si]([N-][Si](C)(C)C)(C)C.[Na+].C1COCC1. (2) Given the product [ClH:62].[NH2:8][CH2:9][C@H:10]1[CH2:15][CH2:14][C@H:13]([C:16]([NH:18][C@H:19]([C:48](=[O:61])[NH:49][C:50]2[CH:55]=[CH:54][C:53]([C:56]3[NH:60][N:59]=[N:58][N:57]=3)=[CH:52][CH:51]=2)[CH2:20][C:21]2[CH:26]=[CH:25][C:24]([C:27]3[CH:32]=[CH:31][C:30]([C:33]([NH:35][CH:36]4[C:41](=[O:42])[NH:40][CH:39]([C:43]([O:45][CH3:46])=[O:44])[CH2:38][CH2:37]4)=[O:34])=[CH:29][C:28]=3[CH3:47])=[CH:23][CH:22]=2)=[O:17])[CH2:12][CH2:11]1, predict the reactants needed to synthesize it. The reactants are: C(OC([NH:8][CH2:9][C@H:10]1[CH2:15][CH2:14][C@H:13]([C:16]([NH:18][C@H:19]([C:48](=[O:61])[NH:49][C:50]2[CH:55]=[CH:54][C:53]([C:56]3[NH:60][N:59]=[N:58][N:57]=3)=[CH:52][CH:51]=2)[CH2:20][C:21]2[CH:26]=[CH:25][C:24]([C:27]3[CH:32]=[CH:31][C:30]([C:33]([NH:35][CH:36]4[C:41](=[O:42])[NH:40][CH:39]([C:43]([O:45][CH3:46])=[O:44])[CH2:38][CH2:37]4)=[O:34])=[CH:29][C:28]=3[CH3:47])=[CH:23][CH:22]=2)=[O:17])[CH2:12][CH2:11]1)=O)(C)(C)C.[ClH:62].